Dataset: Full USPTO retrosynthesis dataset with 1.9M reactions from patents (1976-2016). Task: Predict the reactants needed to synthesize the given product. (1) Given the product [Br:11][C:10]1[C:6]([C:4]([OH:5])=[O:3])=[CH:7][S:8][CH:9]=1, predict the reactants needed to synthesize it. The reactants are: C([O:3][C:4]([C:6]1[C:10]([Br:11])=[CH:9][S:8][CH:7]=1)=[O:5])C.[OH-].[Na+].O. (2) Given the product [CH3:17][O:18][C:19]1[CH:25]=[C:24]([O:26][CH3:27])[CH:23]=[CH:22][C:20]=1[NH:21][C:12]([C:7]1[NH:8][C:9]2[C:5]([CH:6]=1)=[CH:4][C:3]([C:2]([F:1])([F:16])[F:15])=[CH:11][CH:10]=2)=[O:14], predict the reactants needed to synthesize it. The reactants are: [F:1][C:2]([F:16])([F:15])[C:3]1[CH:4]=[C:5]2[C:9](=[CH:10][CH:11]=1)[NH:8][C:7]([C:12]([OH:14])=O)=[CH:6]2.[CH3:17][O:18][C:19]1[CH:25]=[C:24]([O:26][CH3:27])[CH:23]=[CH:22][C:20]=1[NH2:21].N1(O[P+](N(C)C)(N(C)C)N(C)C)C2C=CC=CC=2N=N1.C(N(CC)CC)C. (3) Given the product [ClH:37].[CH:1]1([C:7]2[C:8]3[CH:30]=[CH:29][C:28]([C:31]([OH:33])=[O:32])=[CH:27][C:9]=3[N:10]3[C:16]=2[C:15]2[CH:17]=[CH:18][CH:19]=[C:20]([C:21]4[CH:22]=[N:23][CH:24]=[CH:25][CH:26]=4)[C:14]=2[O:13][CH2:12][CH2:11]3)[CH2:2][CH2:3][CH2:4][CH2:5][CH2:6]1, predict the reactants needed to synthesize it. The reactants are: [CH:1]1([C:7]2[C:8]3[CH:30]=[CH:29][C:28]([C:31]([O:33]C)=[O:32])=[CH:27][C:9]=3[N:10]3[C:16]=2[C:15]2[CH:17]=[CH:18][CH:19]=[C:20]([C:21]4[CH:22]=[N:23][CH:24]=[CH:25][CH:26]=4)[C:14]=2[O:13][CH2:12][CH2:11]3)[CH2:6][CH2:5][CH2:4][CH2:3][CH2:2]1.[OH-].[Na+].[ClH:37]. (4) Given the product [Cl:7][C:8]1[CH:9]=[CH:10][C:11]2[N:17]3[C:18]([C:21]([F:24])([F:23])[F:22])=[N:19][N:20]=[C:16]3[C@@H:15]([CH2:25][C:26]([OH:28])=[O:27])[O:14][C@H:13]([C:31]3[CH:36]=[CH:35][CH:34]=[C:33]([C:37]([F:38])([F:39])[F:40])[C:32]=3[O:41][CH3:42])[C:12]=2[CH:43]=1, predict the reactants needed to synthesize it. The reactants are: O1CCOCC1.[Cl:7][C:8]1[CH:9]=[CH:10][C:11]2[N:17]3[C:18]([C:21]([F:24])([F:23])[F:22])=[N:19][N:20]=[C:16]3[C@@H:15]([CH2:25][C:26]([O:28]CC)=[O:27])[O:14][C@H:13]([C:31]3[CH:36]=[CH:35][CH:34]=[C:33]([C:37]([F:40])([F:39])[F:38])[C:32]=3[O:41][CH3:42])[C:12]=2[CH:43]=1.Cl.O. (5) Given the product [CH2:30]1[C:31]2[CH:36]=[CH:35][CH:34]=[CH:33][C:32]=2[CH2:26][CH2:27][N:28]([C:23]([C:19]2[N:20]=[CH:21][N:22]=[C:17]([N:14]3[CH2:13][CH2:12][CH:11]([N:3]4[C:4]5[C:5](=[N:6][CH:7]=[CH:8][CH:9]=5)[NH:10][C:2]4=[O:1])[CH2:16][CH2:15]3)[CH:18]=2)=[O:24])[CH2:29]1, predict the reactants needed to synthesize it. The reactants are: [O:1]=[C:2]1[NH:10][C:5]2=[N:6][CH:7]=[CH:8][CH:9]=[C:4]2[N:3]1[CH:11]1[CH2:16][CH2:15][N:14]([C:17]2[N:22]=[CH:21][N:20]=[C:19]([C:23](O)=[O:24])[CH:18]=2)[CH2:13][CH2:12]1.[CH2:26]1[C:32]2[CH:33]=[CH:34][CH:35]=[CH:36][C:31]=2[CH2:30][CH2:29][NH:28][CH2:27]1.C(N(CC)CC)C.CN(C(ON1N=NC2C=CC=CC1=2)=[N+](C)C)C.[B-](F)(F)(F)F.